From a dataset of Reaction yield outcomes from USPTO patents with 853,638 reactions. Predict the reaction yield, written as a fraction of the theoretical maximum amount of product (1.0 means a 100% yield; for example, 0.34 means a 34% yield). (1) The yield is 0.460. The catalyst is C(Cl)Cl. The product is [CH2:1]([NH:8][C@H:9]1[CH2:14][C@H:13]([C:15]2[CH:20]=[CH:19][N:18]=[CH:17][C:16]=2[N+:21]([O-:23])=[O:22])[O:12][C@H:11]([CH:24]2[CH2:26][CH2:25]2)[C@H:10]1[O:27][Si:37]([C:34]([CH3:36])([CH3:35])[CH3:33])([CH3:39])[CH3:38])[C:2]1[CH:3]=[CH:4][CH:5]=[CH:6][CH:7]=1. The reactants are [CH2:1]([NH:8][CH:9]1[CH2:14][C@H:13]([C:15]2[CH:20]=[CH:19][N:18]=[CH:17][C:16]=2[N+:21]([O-:23])=[O:22])[O:12][C@H:11]([CH:24]2[CH2:26][CH2:25]2)[C@H:10]1[OH:27])[C:2]1[CH:7]=[CH:6][CH:5]=[CH:4][CH:3]=1.N1C=CN=C1.[CH3:33][C:34]([Si:37](Cl)([CH3:39])[CH3:38])([CH3:36])[CH3:35]. (2) The reactants are [CH3:1][O:2][C:3](=[O:18])[C:4]1[CH:9]=[CH:8][C:7]([NH2:10])=[C:6]([O:11][CH2:12][CH2:13][CH2:14][N:15]([CH3:17])[CH3:16])[CH:5]=1.C(N(CC)CC)C.ClC(Cl)(O[C:30](=[O:36])OC(Cl)(Cl)Cl)Cl.[CH3:38][C:39]1[N:40]=[CH:41][C:42]([NH2:45])=[N:43][CH:44]=1. The catalyst is C1(C)C=CC=CC=1.C(OCC)(=O)C.O. The product is [CH3:1][O:2][C:3](=[O:18])[C:4]1[CH:9]=[CH:8][C:7]([NH:10][C:30]([NH:45][C:42]2[CH:41]=[N:40][C:39]([CH3:38])=[CH:44][N:43]=2)=[O:36])=[C:6]([O:11][CH2:12][CH2:13][CH2:14][N:15]([CH3:16])[CH3:17])[CH:5]=1. The yield is 0.400. (3) The yield is 0.560. The reactants are [Br:1][C:2]1[CH:3]=[C:4]([C:8]([O:10][CH3:11])=[O:9])[O:5][C:6]=1Br.C([Mg]Cl)(C)C.O. The catalyst is O1CCCC1. The product is [Br:1][C:2]1[CH:3]=[C:4]([C:8]([O:10][CH3:11])=[O:9])[O:5][CH:6]=1. (4) The reactants are [CH2:1]([N:8]1[CH2:16][C:15]2[C:10](=[CH:11][CH:12]=[C:13](Br)[CH:14]=2)[CH2:9]1)[C:2]1[CH:7]=[CH:6][CH:5]=[CH:4][CH:3]=1.C([Li])CCC.[O:23]1[CH2:28][CH2:27][C:26](=[O:29])[CH2:25][CH2:24]1. The catalyst is C1COCC1. The product is [CH2:1]([N:8]1[CH2:16][C:15]2[C:10](=[CH:11][CH:12]=[C:13]([C:26]3([OH:29])[CH2:27][CH2:28][O:23][CH2:24][CH2:25]3)[CH:14]=2)[CH2:9]1)[C:2]1[CH:7]=[CH:6][CH:5]=[CH:4][CH:3]=1. The yield is 0.250. (5) The reactants are [OH:1][CH2:2][C@H:3]1[NH:7][C:6](=[O:8])[CH2:5][CH2:4]1.N1C=CN=C1.[Si:14](Cl)([C:17]([CH3:20])([CH3:19])[CH3:18])([CH3:16])[CH3:15]. The catalyst is C(Cl)Cl. The product is [Si:14]([O:1][CH2:2][C@H:3]1[NH:7][C:6](=[O:8])[CH2:5][CH2:4]1)([C:17]([CH3:20])([CH3:19])[CH3:18])([CH3:16])[CH3:15]. The yield is 0.837. (6) The reactants are [C:1]12([NH2:12])[CH2:10][CH:5]3[CH2:6][CH:7]([CH2:9][C:3]([NH2:11])([CH2:4]3)[CH2:2]1)[CH2:8]2.CCN(C(C)C)C(C)C.[CH3:22][N:23]1[CH:27]=[CH:26][C:25]([C:28](Cl)=[O:29])=[N:24]1.[S:31]1[CH:35]=[CH:34][N:33]=[C:32]1[C:36](Cl)=[O:37]. The catalyst is C(Cl)Cl. The product is [CH3:22][N:23]1[CH:27]=[CH:26][C:25]([C:28]([NH:12][C:1]23[CH2:10][CH:5]4[CH2:6][CH:7]([CH2:9][C:3]([NH:11][C:36]([C:32]5[S:31][CH:35]=[CH:34][N:33]=5)=[O:37])([CH2:4]4)[CH2:2]2)[CH2:8]3)=[O:29])=[N:24]1. The yield is 0.380. (7) The reactants are [O:1]1[C:5]2([CH2:10][CH2:9][CH:8]([NH:11][C:12]3[NH:16][CH:15]=[N:14][N:13]=3)[CH2:7][CH2:6]2)[O:4][CH2:3][CH2:2]1.[C:17]([C:19]1[CH:24]=[CH:23][CH:22]=[CH:21][C:20]=1[C:25]1[S:29][C:28]([CH2:30][CH:31]([C:37](=O)[CH2:38][CH2:39][CH3:40])[C:32](OCC)=[O:33])=[CH:27][CH:26]=1)#[N:18].N12CCCN=C1CCCCC2.C(N(CC)C1C=CC=CC=1)C. The catalyst is Cl. The product is [O:1]1[C:5]2([CH2:6][CH2:7][CH:8]([N:11]3[C:32](=[O:33])[C:31]([CH2:30][C:28]4[S:29][C:25]([C:20]5[CH:21]=[CH:22][CH:23]=[CH:24][C:19]=5[C:17]#[N:18])=[CH:26][CH:27]=4)=[C:37]([CH2:38][CH2:39][CH3:40])[N:13]4[N:14]=[CH:15][N:16]=[C:12]34)[CH2:9][CH2:10]2)[O:4][CH2:3][CH2:2]1. The yield is 0.340. (8) The yield is 0.810. The product is [CH3:1][O:2][C:3](=[O:27])[NH:4][CH:5]([C:9](=[O:26])[NH:10][C:11]1([C:14]2[NH:15][C:16]([C:19]3[CH:24]=[CH:23][C:22]([B:28]4[O:32][C:31]([CH3:34])([CH3:33])[C:30]([CH3:36])([CH3:35])[O:29]4)=[CH:21][CH:20]=3)=[CH:17][N:18]=2)[CH2:13][CH2:12]1)[CH:6]([CH3:8])[CH3:7]. The reactants are [CH3:1][O:2][C:3](=[O:27])[NH:4][CH:5]([C:9](=[O:26])[NH:10][C:11]1([C:14]2[NH:15][C:16]([C:19]3[CH:24]=[CH:23][C:22](Br)=[CH:21][CH:20]=3)=[CH:17][N:18]=2)[CH2:13][CH2:12]1)[CH:6]([CH3:8])[CH3:7].[B:28]1([B:28]2[O:32][C:31]([CH3:34])([CH3:33])[C:30]([CH3:36])([CH3:35])[O:29]2)[O:32][C:31]([CH3:34])([CH3:33])[C:30]([CH3:36])([CH3:35])[O:29]1.CC([O-])=O.[K+]. The catalyst is O1CCOCC1.C1C=CC([P]([Pd]([P](C2C=CC=CC=2)(C2C=CC=CC=2)C2C=CC=CC=2)([P](C2C=CC=CC=2)(C2C=CC=CC=2)C2C=CC=CC=2)[P](C2C=CC=CC=2)(C2C=CC=CC=2)C2C=CC=CC=2)(C2C=CC=CC=2)C2C=CC=CC=2)=CC=1.